Dataset: Reaction yield outcomes from USPTO patents with 853,638 reactions. Task: Predict the reaction yield, written as a fraction of the theoretical maximum amount of product (1.0 means a 100% yield; for example, 0.34 means a 34% yield). The reactants are [F:1][C:2]1[CH:7]=[CH:6][CH:5]=[C:4]([F:8])[C:3]=1[N:9]1[C:14]2[N:15]=[C:16]([NH:27][CH2:28][CH2:29][NH2:30])[N:17]=[C:18]([C:19]3[CH:24]=[CH:23][C:22]([F:25])=[CH:21][C:20]=3[CH3:26])[C:13]=2[CH:12]=[CH:11][C:10]1=[O:31].[CH3:32][N:33]=[C:34]=[O:35]. No catalyst specified. The product is [F:1][C:2]1[CH:7]=[CH:6][CH:5]=[C:4]([F:8])[C:3]=1[N:9]1[C:14]2[N:15]=[C:16]([N:27]([CH2:28][CH2:29][NH2:30])[C:34]([NH:33][CH3:32])=[O:35])[N:17]=[C:18]([C:19]3[CH:24]=[CH:23][C:22]([F:25])=[CH:21][C:20]=3[CH3:26])[C:13]=2[CH:12]=[CH:11][C:10]1=[O:31]. The yield is 0.590.